From a dataset of Full USPTO retrosynthesis dataset with 1.9M reactions from patents (1976-2016). Predict the reactants needed to synthesize the given product. Given the product [S:2]1[C:6]2[CH:7]=[CH:8][CH:9]=[CH:10][C:5]=2[N:4]=[C:3]1[CH2:11][NH:12][CH2:14][C:15]([O:17][CH2:18][CH3:19])=[O:16], predict the reactants needed to synthesize it. The reactants are: Cl.[S:2]1[C:6]2[CH:7]=[CH:8][CH:9]=[CH:10][C:5]=2[N:4]=[C:3]1[CH2:11][NH2:12].Cl[CH2:14][C:15]([O:17][CH2:18][CH3:19])=[O:16].C(N(CC)CC)C.O.